Dataset: P-glycoprotein inhibition data for predicting drug efflux from Broccatelli et al.. Task: Regression/Classification. Given a drug SMILES string, predict its absorption, distribution, metabolism, or excretion properties. Task type varies by dataset: regression for continuous measurements (e.g., permeability, clearance, half-life) or binary classification for categorical outcomes (e.g., BBB penetration, CYP inhibition). Dataset: pgp_broccatelli. (1) The molecule is COc1ccc(CN(C)CCc2ccc(NC(=O)c3ccccc3NC(=O)c3cnc4ccccc4c3)cc2)cc1O. The result is 1 (inhibitor). (2) The compound is COc1cccc(CCc2ccccc2OCCCCN2CCN(c3cccc(Cl)c3)CC2)c1. The result is 1 (inhibitor). (3) The molecule is c1nc2c(N3CCOCC3)nc(N3CCOCC3)nc2nc1N1CCOCC1. The result is 0 (non-inhibitor). (4) The molecule is c1ccc(CNCCNCc2ccccc2)cc1. The result is 0 (non-inhibitor).